Dataset: Catalyst prediction with 721,799 reactions and 888 catalyst types from USPTO. Task: Predict which catalyst facilitates the given reaction. (1) Reactant: F[C:2]1[CH:17]=[CH:16][C:15]([O:18][CH3:19])=[CH:14][C:3]=1[CH:4]=[N:5][NH:6][C:7]1[CH:12]=[CH:11][C:10]([F:13])=[CH:9][CH:8]=1.CC(C)([O-])C.[K+]. Product: [F:13][C:10]1[CH:11]=[CH:12][C:7]([N:6]2[C:2]3[C:3](=[CH:14][C:15]([O:18][CH3:19])=[CH:16][CH:17]=3)[CH:4]=[N:5]2)=[CH:8][CH:9]=1. The catalyst class is: 37. (2) Reactant: Cl[C:2]1[CH:30]=[CH:29][C:5]([C:6]([NH:8][CH2:9][C:10]2[C:19](=[O:20])[C:18]3[C:13](=[CH:14][C:15]([F:21])=[CH:16][CH:17]=3)[N:12]([C:22]3[CH:27]=[CH:26][CH:25]=[CH:24][C:23]=3[F:28])[CH:11]=2)=[O:7])=[CH:4][N:3]=1.[NH:31]1[CH2:36][CH2:35][CH:34]([CH2:37][OH:38])[CH2:33][CH2:32]1.C(N(CC)CC)C. Product: [F:21][C:15]1[CH:14]=[C:13]2[C:18]([C:19](=[O:20])[C:10]([CH2:9][NH:8][C:6]([C:5]3[CH:29]=[CH:30][C:2]([N:31]4[CH2:36][CH2:35][CH:34]([CH2:37][OH:38])[CH2:33][CH2:32]4)=[N:3][CH:4]=3)=[O:7])=[CH:11][N:12]2[C:22]2[CH:27]=[CH:26][CH:25]=[CH:24][C:23]=2[F:28])=[CH:17][CH:16]=1. The catalyst class is: 3. (3) Reactant: [C:1]1([CH3:9])[CH:6]=[CH:5][CH:4]=[C:3]([CH2:7][OH:8])[CH:2]=1.[H-].[Na+].Br[C:13]1[N:21]([CH2:22][C:23]2[CH:28]=[CH:27][C:26]([Cl:29])=[CH:25][CH:24]=2)[C:20]2[C:19](=[O:30])[N:18]([CH2:31][CH2:32][O:33][CH2:34][CH2:35][O:36][CH:37]3[CH2:42][CH2:41][CH2:40][CH2:39][O:38]3)[C:17](=[O:43])[N:16]([CH3:44])[C:15]=2[N:14]=1.[Cl-].[NH4+]. Product: [Cl:29][C:26]1[CH:27]=[CH:28][C:23]([CH2:22][N:21]2[C:20]3[C:19](=[O:30])[N:18]([CH2:31][CH2:32][O:33][CH2:34][CH2:35][O:36][CH:37]4[CH2:42][CH2:41][CH2:40][CH2:39][O:38]4)[C:17](=[O:43])[N:16]([CH3:44])[C:15]=3[N:14]=[C:13]2[O:8][CH2:7][C:3]2[CH:4]=[CH:5][CH:6]=[C:1]([CH3:9])[CH:2]=2)=[CH:24][CH:25]=1. The catalyst class is: 3. (4) Reactant: [C:1]([C:5]1[O:9]N=C(NC(NC2C=CC(OC3C=CC(OCC)=CN=3)=CC=2)=O)C=1)(C)(C)C.[C:30]([C:34]1[O:38][N:37]=[C:36]([NH:39][C:40]([NH:42][C:43]2[CH:48]=[CH:47][C:46]([O:49][C:50]3[CH:51]=[CH:52][C:53](=[O:56])N[CH:55]=3)=[CH:45][CH:44]=2)=[O:41])[CH:35]=1)([CH3:33])([CH3:32])[CH3:31].I[CH2:58]C. Product: [C:30]([C:34]1[O:38][N:37]=[C:36]([NH:39][C:40]([NH:42][C:43]2[CH:48]=[CH:47][C:46]([O:49][C:50]3[CH:51]=[CH:52][C:53]([O:56][C:5](=[O:9])[CH3:1])=[CH:58][CH:55]=3)=[CH:45][CH:44]=2)=[O:41])[CH:35]=1)([CH3:32])([CH3:33])[CH3:31]. The catalyst class is: 48. (5) Reactant: [Br:1][C:2]1[CH:7]=[CH:6][C:5]([Br:8])=[CH:4][C:3]=1[S:9]([NH:12][C@H:13]1[CH2:17][N:16](C(OC(C)(C)C)=O)[C@@H:15]([CH2:25][OH:26])[CH2:14]1)(=[O:11])=[O:10].CCN(CC)CC.[N:34]([CH2:37][C:38]1[CH:43]=[CH:42][CH:41]=[C:40]([O:44][CH3:45])[CH:39]=1)=[C:35]=[O:36].N(CC1C=CC=CC=1)=C=O. Product: [CH3:45][O:44][C:40]1[CH:39]=[C:38]([CH2:37][NH:34][C:35](=[O:36])[O:26][CH2:25][C@H:15]2[CH2:14][C@@H:13]([NH:12][S:9]([C:3]3[CH:4]=[C:5]([Br:8])[CH:6]=[CH:7][C:2]=3[Br:1])(=[O:10])=[O:11])[CH2:17][NH:16]2)[CH:43]=[CH:42][CH:41]=1. The catalyst class is: 2. (6) Reactant: [Br:1][C:2]1[CH:7]=[CH:6][C:5](Br)=[CH:4][N:3]=1.C([Mg]Cl)(C)C.CN(C)[CH:16]=[O:17].O. Product: [Br:1][C:2]1[CH:7]=[CH:6][C:5]([CH:16]=[O:17])=[CH:4][N:3]=1. The catalyst class is: 7. (7) Reactant: [NH2:1][C:2]1[C:7]([CH:8]=O)=[CH:6][N:5]=[C:4]([S:10][CH3:11])[N:3]=1.C[O:13][C:14](=O)[CH2:15][C:16]1[CH:21]=[CH:20][CH:19]=[CH:18][C:17]=1[CH3:22].C(=O)([O-])[O-].[K+].[K+].O. Product: [CH3:22][C:17]1[CH:18]=[CH:19][CH:20]=[CH:21][C:16]=1[C:15]1[C:14](=[O:13])[NH:1][C:2]2[N:3]=[C:4]([S:10][CH3:11])[N:5]=[CH:6][C:7]=2[CH:8]=1. The catalyst class is: 435. (8) Reactant: [CH:1]([C:3]1[NH:7][C:6]([C:8]([O:10][CH3:11])=[O:9])=[CH:5][CH:4]=1)=[O:2].[H-].[Na+].[CH3:14]I. Product: [CH:1]([C:3]1[N:7]([CH3:14])[C:6]([C:8]([O:10][CH3:11])=[O:9])=[CH:5][CH:4]=1)=[O:2]. The catalyst class is: 3.